From a dataset of Full USPTO retrosynthesis dataset with 1.9M reactions from patents (1976-2016). Predict the reactants needed to synthesize the given product. (1) Given the product [NH:4]1[CH2:2][CH2:9][CH2:8][CH2:7][CH2:5]1.[NH:1]1[CH2:7][C:5](=[O:6])[NH:4][C:2]1=[O:3], predict the reactants needed to synthesize it. The reactants are: [NH:1]1[CH2:7][C:5](=[O:6])[NH:4][C:2]1=[O:3].[CH2:8](O)[CH3:9]. (2) Given the product [C:34]([CH2:36][NH:37][C:38]([CH:40]1[CH:45]([CH2:46][S:56][C:53]2[CH:54]=[CH:55][C:50]([F:49])=[CH:51][CH:52]=2)[CH:44]2[CH2:48][CH:41]1[CH2:42][CH2:43]2)=[O:39])#[N:35], predict the reactants needed to synthesize it. The reactants are: C1(P(C2C=CC=CC=2)C2C=CC=CC=2)C=CC=CC=1.N(C(OC(C)C)=O)=NC(OC(C)C)=O.[C:34]([CH2:36][NH:37][C:38]([CH:40]1[CH:45]([CH2:46]O)[CH:44]2[CH2:48][CH:41]1[CH:42]=[CH:43]2)=[O:39])#[N:35].[F:49][C:50]1[CH:55]=[CH:54][C:53]([SH:56])=[CH:52][CH:51]=1. (3) Given the product [Br:25][C:23]1[CH:22]=[CH:21][C:20]([O:26][CH:27]([CH3:29])[CH3:28])=[C:19]([S:16]([NH:15][C@H:4]([CH2:5][C:6]2[C:14]3[C:9](=[CH:10][CH:11]=[CH:12][CH:13]=3)[NH:8][CH:7]=2)[CH2:3][OH:2])(=[O:17])=[O:18])[CH:24]=1, predict the reactants needed to synthesize it. The reactants are: C[O:2][C:3](=O)[C@H:4]([NH:15][S:16]([C:19]1[CH:24]=[C:23]([Br:25])[CH:22]=[CH:21][C:20]=1[O:26][CH:27]([CH3:29])[CH3:28])(=[O:18])=[O:17])[CH2:5][C:6]1[C:14]2[C:9](=[CH:10][CH:11]=[CH:12][CH:13]=2)[NH:8][CH:7]=1.[BH4-].[Li+].CO. (4) Given the product [F:1][C:2]([F:7])([F:6])[C:3]([OH:5])=[O:4].[CH:8]1([NH:10][CH2:11][C:12]2[CH:13]=[C:14]([C:19]3[CH:20]=[C:21]4[C:25](=[C:26]([C:28]([NH2:30])=[O:29])[CH:27]=3)[NH:24][CH:23]=[C:22]4[CH:31]3[CH2:32][CH2:33][N:34]([S:37]([CH2:40][CH3:41])(=[O:39])=[O:38])[CH2:35][CH2:36]3)[CH:15]=[CH:16][C:17]=2[F:18])[CH2:42][CH2:9]1, predict the reactants needed to synthesize it. The reactants are: [F:1][C:2]([F:7])([F:6])[C:3]([OH:5])=[O:4].[CH2:8]([NH:10][CH2:11][C:12]1[CH:13]=[C:14]([C:19]2[CH:20]=[C:21]3[C:25](=[C:26]([C:28]([NH2:30])=[O:29])[CH:27]=2)[NH:24][CH:23]=[C:22]3[CH:31]2[CH2:36][CH2:35][N:34]([S:37]([CH2:40][CH3:41])(=[O:39])=[O:38])[CH2:33][CH2:32]2)[CH:15]=[CH:16][C:17]=1[F:18])[CH3:9].[CH2:42](N)C. (5) Given the product [C:46]([C:47]1([CH2:50][NH:51][C:1](=[O:12])[NH:13][C:14]2[CH:34]=[CH:33][C:17]([C:18]([N:20]3[CH2:25][CH2:24][N:23]([C:26]([O:28][C:29]([CH3:30])([CH3:31])[CH3:32])=[O:27])[CH2:22][CH2:21]3)=[O:19])=[CH:16][C:15]=2[F:35])[CH2:49][CH2:48]1)#[N:45], predict the reactants needed to synthesize it. The reactants are: [C:1](=[O:12])(OC(Cl)(Cl)Cl)OC(Cl)(Cl)Cl.[NH2:13][C:14]1[CH:34]=[CH:33][C:17]([C:18]([N:20]2[CH2:25][CH2:24][N:23]([C:26]([O:28][C:29]([CH3:32])([CH3:31])[CH3:30])=[O:27])[CH2:22][CH2:21]2)=[O:19])=[CH:16][C:15]=1[F:35].C(N(C(C)C)C(C)C)C.[NH2:45][CH2:46][C:47]1([C:50]#[N:51])[CH2:49][CH2:48]1. (6) Given the product [C:32]([O:22][CH2:21][CH2:20][N:19]([CH2:18][CH2:17][CH2:16][C:13]1[N:12]=[C:11]2[N:10]=[C:5]([CH2:6][CH3:7])[CH:4]=[C:3]([CH2:2][CH3:1])[N:15]2[N:14]=1)[C:23]1[CH:24]=[CH:25][C:26]([F:29])=[CH:27][CH:28]=1)(=[O:34])[CH3:33], predict the reactants needed to synthesize it. The reactants are: [CH3:1][CH2:2][C:3](=O)[CH2:4][C:5](=O)[CH2:6][CH3:7].[NH2:10][C:11]1[NH:15][N:14]=[C:13]([CH2:16][CH2:17][CH2:18][N:19]([C:23]2[CH:28]=[CH:27][C:26]([F:29])=[CH:25][CH:24]=2)[CH2:20][CH2:21][OH:22])[N:12]=1.[OH-].[Na+].[C:32](O)(=[O:34])[CH3:33]. (7) Given the product [C:28]1([CH:25]([C:26]2[N:1]([C@H:4]3[CH2:23][N:8]4[C:9]5[C:14]([C:15]([CH2:16][C:17]([OH:19])=[O:18])=[C:7]4[CH2:6][CH2:5]3)=[CH:13][CH:12]=[CH:11][CH:10]=5)[N:2]=[N:3][CH:27]=2)[CH3:24])[CH:33]=[CH:32][CH:31]=[CH:30][CH:29]=1, predict the reactants needed to synthesize it. The reactants are: [N:1]([CH:4]1[CH2:23][N:8]2[C:9]3[C:14]([C:15]([CH2:16][C:17]([O:19]CCC)=[O:18])=[C:7]2[CH2:6][CH2:5]1)=[CH:13][CH:12]=[CH:11][CH:10]=3)=[N+:2]=[N-:3].[CH3:24][CH:25]([C:28]1[CH:33]=[CH:32][CH:31]=[CH:30][CH:29]=1)[C:26]#[CH:27].BrC(C1C=CC=CC=1)C.C([Si](C)(C)C)#C.[N-]=[N+]=[N-].